Dataset: Reaction yield outcomes from USPTO patents with 853,638 reactions. Task: Predict the reaction yield, written as a fraction of the theoretical maximum amount of product (1.0 means a 100% yield; for example, 0.34 means a 34% yield). (1) The reactants are [OH:1][C:2]([C:5]1[N:6]=[C:7]([CH2:13][CH2:14][CH3:15])[NH:8][C:9]=1[C:10]([OH:12])=[O:11])([CH3:4])[CH3:3].S(Cl)(Cl)=O.[CH2:20](O)[CH3:21]. No catalyst specified. The product is [OH:1][C:2]([C:5]1[N:6]=[C:7]([CH2:13][CH2:14][CH3:15])[NH:8][C:9]=1[C:10]([O:12][CH2:20][CH3:21])=[O:11])([CH3:4])[CH3:3]. The yield is 0.850. (2) The reactants are C([O:8][C:9](=[O:31])/[C:10](/[O:26][CH2:27][CH2:28][O:29][CH3:30])=[CH:11]/[C:12]1[CH:17]=[CH:16][C:15]([O:18]CC2C=CC=CC=2)=[CH:14][CH:13]=1)C1C=CC=CC=1. The catalyst is CO.[Pd]. The product is [OH:18][C:15]1[CH:16]=[CH:17][C:12]([CH2:11][CH:10]([O:26][CH2:27][CH2:28][O:29][CH3:30])[C:9]([OH:31])=[O:8])=[CH:13][CH:14]=1. The yield is 0.880. (3) The reactants are C([O:3][C:4](=[O:25])[C:5]1[CH:10]=[CH:9][C:8]([S:11][C:12]2[CH:17]=[CH:16][CH:15]=[CH:14][C:13]=2[C:18]([O:20]C)=[O:19])=[C:7]([N+:22]([O-])=O)[CH:6]=1)C.[Li+].[OH-]. The catalyst is C1COCC1. The product is [NH2:22][C:7]1[CH:6]=[C:5]([CH:10]=[CH:9][C:8]=1[S:11][C:12]1[CH:17]=[CH:16][CH:15]=[CH:14][C:13]=1[C:18]([OH:20])=[O:19])[C:4]([OH:25])=[O:3]. The yield is 0.860. (4) The reactants are C(OC([N:8]1[CH2:13][CH2:12][CH:11]([CH2:14][NH:15][C:16]([C:18]2[C:26]3[N:25]=[C:24]([CH:27]([CH3:29])[CH3:28])[NH:23][C:22]=3[CH:21]=[CH:20][CH:19]=2)=[O:17])[CH2:10][CH2:9]1)=O)(C)(C)C.FC(F)(F)C(O)=O. The catalyst is ClCCl. The product is [NH:8]1[CH2:13][CH2:12][CH:11]([CH2:14][NH:15][C:16]([C:18]2[C:26]3[N:25]=[C:24]([CH:27]([CH3:29])[CH3:28])[NH:23][C:22]=3[CH:21]=[CH:20][CH:19]=2)=[O:17])[CH2:10][CH2:9]1. The yield is 0.890. (5) The reactants are [F:1][C:2]1[CH:3]=[C:4]([CH2:9][C:10]([NH:12][C@H:13]([C:15]([NH:17][C@@H:18]2[C:24](=[O:25])[N:23]([CH2:26][C:27]([O:29]C)=[O:28])[C:22]3[CH:31]=[CH:32][CH:33]=[CH:34][C:21]=3[O:20][C@@H:19]2[C:35]2[CH:40]=[CH:39][CH:38]=[CH:37][CH:36]=2)=[O:16])[CH3:14])=[O:11])[CH:5]=[C:6]([F:8])[CH:7]=1.[OH-].[Li+].CO.Cl. The catalyst is C1COCC1.O. The product is [F:8][C:6]1[CH:5]=[C:4]([CH2:9][C:10]([NH:12][C@H:13]([C:15]([NH:17][C@@H:18]2[C:24](=[O:25])[N:23]([CH2:26][C:27]([OH:29])=[O:28])[C:22]3[CH:31]=[CH:32][CH:33]=[CH:34][C:21]=3[O:20][C@@H:19]2[C:35]2[CH:40]=[CH:39][CH:38]=[CH:37][CH:36]=2)=[O:16])[CH3:14])=[O:11])[CH:3]=[C:2]([F:1])[CH:7]=1. The yield is 0.960. (6) The reactants are [CH:1](=O)[C:2]1[CH:7]=[CH:6][CH:5]=[CH:4][CH:3]=1.[O:9]=[C:10]([CH:12](P(=O)(OCC)OCC)[CH2:13][CH2:14][CH2:15][CH2:16][CH3:17])[CH3:11]. The catalyst is O.ClCCl. The product is [CH:1](=[C:12](/[CH2:13][CH2:14][CH2:15][CH2:16][CH3:17])\[C:10](=[O:9])[CH3:11])/[C:2]1[CH:7]=[CH:6][CH:5]=[CH:4][CH:3]=1.[CH:1](=[C:12](/[CH2:13][CH2:14][CH2:15][CH2:16][CH3:17])\[C:10](=[O:9])/[CH:11]=[CH:1]/[C:2]1[CH:7]=[CH:6][CH:5]=[CH:4][CH:3]=1)/[C:2]1[CH:7]=[CH:6][CH:5]=[CH:4][CH:3]=1. The yield is 0.220. (7) The reactants are S(=O)(=O)(O)O.[OH:6][C:7]1[CH:8]=[C:9]2[C:14](=[CH:15][CH:16]=1)[CH:13]=[C:12]([CH:17]([CH3:21])[C:18]([OH:20])=[O:19])[CH:11]=[CH:10]2.[CH3:22]O. No catalyst specified. The product is [CH3:22][O:19][C:18](=[O:20])[CH:17]([C:12]1[CH:11]=[CH:10][C:9]2[C:14](=[CH:15][CH:16]=[C:7]([OH:6])[CH:8]=2)[CH:13]=1)[CH3:21]. The yield is 0.895. (8) The reactants are [OH:1][C:2]1([CH2:8][CH2:9][NH:10][C:11](=O)OC(C)(C)C)[CH2:7][CH2:6][NH:5][CH2:4][CH2:3]1.N1(CCNC(=O)OC(C)(C)C)CCNCC1.Br[C:35]1[C:44]2[C:39](=[CH:40][CH:41]=[C:42]([O:45][CH3:46])[CH:43]=2)[N:38]=[CH:37][C:36]=1[F:47].BrC1C(F)=CN=C2C=1N=C(OC)C=C2.[O:62]=[C:63]1[CH2:68][O:67][C:66]2[CH:69]=[CH:70][C:71](C=O)=[N:72][C:65]=2[NH:64]1.O=C1CSC2C=CC(C=O)=NC=2N1. No catalyst specified. The product is [F:47][C:36]1[CH:37]=[N:38][C:39]2[C:44]([C:35]=1[N:5]1[CH2:4][CH2:3][C:2]([CH2:8][CH2:9][NH:10][CH2:11][C:71]3[CH:70]=[CH:69][C:66]4[O:67][CH2:68][C:63](=[O:62])[NH:64][C:65]=4[N:72]=3)([OH:1])[CH2:7][CH2:6]1)=[CH:43][C:42]([O:45][CH3:46])=[CH:41][CH:40]=2. The yield is 0.260.